This data is from Reaction yield outcomes from USPTO patents with 853,638 reactions. The task is: Predict the reaction yield, written as a fraction of the theoretical maximum amount of product (1.0 means a 100% yield; for example, 0.34 means a 34% yield). (1) The reactants are [Cl:1][C:2]1[N:11]=[C:10]([NH:12][CH2:13][CH:14]([C:21]2[CH:26]=[CH:25][CH:24]=[CH:23][CH:22]=2)[C:15]2[CH:20]=[CH:19][CH:18]=[CH:17][CH:16]=2)[C:9]2[C:4](=[CH:5][C:6]([F:27])=[CH:7][CH:8]=2)[N:3]=1.[N:28]1[CH:29]=[CH:30][N:31]2[CH:36]=[C:35](B(O)O)[CH:34]=[CH:33][C:32]=12.N1C=CN2C=C(C3N=C(NCC(C4C=CC=CC=4)N4CCCCC4)C4C(=CC=CC=4)N=3)C=NC=12. The catalyst is C(Cl)(Cl)Cl.CO. The product is [ClH:1].[C:15]1([CH:14]([C:21]2[CH:26]=[CH:25][CH:24]=[CH:23][CH:22]=2)[CH2:13][NH:12][C:10]2[C:9]3[C:4](=[CH:5][C:6]([F:27])=[CH:7][CH:8]=3)[N:3]=[C:2]([C:35]3[CH:34]=[CH:33][C:32]4[N:31]([CH:30]=[CH:29][N:28]=4)[CH:36]=3)[N:11]=2)[CH:20]=[CH:19][CH:18]=[CH:17][CH:16]=1. The yield is 0.480. (2) The reactants are [OH:1][C:2]([CH3:41])([CH3:40])[CH:3]([CH3:39])[O:4][C@H:5]1[CH2:10][CH2:9][C@H:8]([N:11]2[C:16](=[O:17])[C:15]([CH2:18][C:19]3[CH:24]=[CH:23][C:22]([C:25]4[C:26]([C:31]#[N:32])=[CH:27][CH:28]=[CH:29][CH:30]=4)=[CH:21][CH:20]=3)=[C:14]([CH2:33][CH2:34][CH3:35])[N:13]3[N:36]=[CH:37][N:38]=[C:12]23)[CH2:7][CH2:6]1.C[Si]([N:46]=[N+:47]=[N-:48])(C)C.C([Sn](=O)CCCC)CCC.C1(C)C=CC=CC=1. The catalyst is O.C(OCC)(=O)C. The product is [OH:1][C:2]([CH3:40])([CH3:41])[CH:3]([CH3:39])[O:4][C@H:5]1[CH2:10][CH2:9][C@H:8]([N:11]2[C:16](=[O:17])[C:15]([CH2:18][C:19]3[CH:24]=[CH:23][C:22]([C:25]4[CH:30]=[CH:29][CH:28]=[CH:27][C:26]=4[C:31]4[NH:48][N:47]=[N:46][N:32]=4)=[CH:21][CH:20]=3)=[C:14]([CH2:33][CH2:34][CH3:35])[N:13]3[N:36]=[CH:37][N:38]=[C:12]23)[CH2:7][CH2:6]1. The yield is 0.300. (3) The reactants are [F:1][C:2]1[CH:3]=[N:4][C:5]2[C:10]([C:11]=1I)=[CH:9][CH:8]=[CH:7][CH:6]=2.O1CCCC1.C(=O)([O-])[O-].[Cs+].[Cs+].[NH:24]1[C:32]2[C:27](=[CH:28][N:29]=[CH:30][CH:31]=2)[CH2:26][CH2:25]1. The catalyst is CC1(C)C2C(=C(P(C3C=CC=CC=3)C3C=CC=CC=3)C=CC=2)OC2C(P(C3C=CC=CC=3)C3C=CC=CC=3)=CC=CC1=2.O. The product is [N:24]1([C:11]2[C:10]3[C:5](=[CH:6][CH:7]=[CH:8][CH:9]=3)[N:4]=[CH:3][C:2]=2[F:1])[C:32]2[CH:31]=[CH:30][N:29]=[CH:28][C:27]=2[CH2:26][CH2:25]1. The yield is 0.670. (4) The reactants are Cl.[N:2]1([CH2:8][C:9]([OH:11])=O)[CH2:7][CH2:6][NH:5][CH2:4][CH2:3]1.[NH2:12][C@@H:13]([CH2:31][O:32][CH2:33][C:34]1[CH:39]=[CH:38][CH:37]=[CH:36][CH:35]=1)[C:14]([NH:16][C:17]1[CH:22]=[CH:21][C:20]([O:23][C:24]2[CH:29]=[CH:28][C:27]([F:30])=[CH:26][CH:25]=2)=[CH:19][CH:18]=1)=[O:15]. No catalyst specified. The product is [CH2:33]([O:32][CH2:31][C@H:13]([NH:12][C:9](=[O:11])[CH2:8][N:2]1[CH2:3][CH2:4][NH:5][CH2:6][CH2:7]1)[C:14]([NH:16][C:17]1[CH:22]=[CH:21][C:20]([O:23][C:24]2[CH:29]=[CH:28][C:27]([F:30])=[CH:26][CH:25]=2)=[CH:19][CH:18]=1)=[O:15])[C:34]1[CH:39]=[CH:38][CH:37]=[CH:36][CH:35]=1. The yield is 0.110. (5) The reactants are CCN(C(C)C)C(C)C.[N:10]1[CH:15]=[CH:14][CH:13]=[C:12]([C:16]2[NH:20][N:19]=[C:18]([C:21]([OH:23])=O)[CH:17]=2)[CH:11]=1.C1C=CC2N(O)N=NC=2C=1.CCN=C=NCCCN(C)C.Cl.[NH2:46][CH2:47][C:48]([N:50]1[CH2:55][CH2:54][N:53]([C:56](=[O:68])[C:57]2[CH:62]=[C:61]([F:63])[CH:60]=[CH:59][C:58]=2[C:64]([F:67])([F:66])[F:65])[CH2:52][CH2:51]1)=[O:49].FC1C=CC(C(F)(F)F)=C(C=1)C(O)=O. The catalyst is CN(C=O)C.O. The product is [F:63][C:61]1[CH:60]=[CH:59][C:58]([C:64]([F:66])([F:65])[F:67])=[C:57]([CH:62]=1)[C:56]([N:53]1[CH2:54][CH2:55][N:50]([C:48](=[O:49])[CH2:47][NH:46][C:21]([C:18]2[CH:17]=[C:16]([C:12]3[CH:11]=[N:10][CH:15]=[CH:14][CH:13]=3)[NH:20][N:19]=2)=[O:23])[CH2:51][CH2:52]1)=[O:68]. The yield is 0.520. (6) The reactants are [CH2:1]([C:4]1[NH:5][C:6]2[C:11]([CH:12]=1)=[C:10]([C:13]([F:16])([F:15])[F:14])[C:9]([C:17]#[N:18])=[CH:8][CH:7]=2)[CH2:2][CH3:3].C([O-])([O-])=O.[Cs+].[Cs+].Cl[CH2:26][C:27]1[O:31][C:30]([C:32]([O:34]CC)=[O:33])=[CH:29][CH:28]=1. The catalyst is C(#N)C. The product is [C:17]([C:9]1[C:10]([C:13]([F:15])([F:16])[F:14])=[C:11]2[C:6](=[CH:7][CH:8]=1)[N:5]([CH2:26][C:27]1[O:31][C:30]([C:32]([OH:34])=[O:33])=[CH:29][CH:28]=1)[C:4]([CH2:1][CH2:2][CH3:3])=[CH:12]2)#[N:18]. The yield is 0.780. (7) The reactants are [Cl:1][C:2]1[CH:14]=[C:13]([Cl:15])[C:12]([O:16][C:17]2[N:21]([CH3:22])[N:20]=[C:19]([CH3:23])[C:18]=2/[CH:24]=[N:25]/[OH:26])=[CH:11][C:3]=1[O:4][C@@H:5]([CH3:10])[C:6]([O:8][CH3:9])=[O:7].[H-].[Na+].Cl[CH2:30][C:31](=[O:33])[CH3:32].O. The catalyst is CN(C)C=O. The product is [Cl:1][C:2]1[CH:14]=[C:13]([Cl:15])[C:12]([O:16][C:17]2[N:21]([CH3:22])[N:20]=[C:19]([CH3:23])[C:18]=2/[CH:24]=[N:25]/[O:26][CH2:30][C:31](=[O:33])[CH3:32])=[CH:11][C:3]=1[O:4][C@@H:5]([CH3:10])[C:6]([O:8][CH3:9])=[O:7]. The yield is 0.0500.